From a dataset of Reaction yield outcomes from USPTO patents with 853,638 reactions. Predict the reaction yield, written as a fraction of the theoretical maximum amount of product (1.0 means a 100% yield; for example, 0.34 means a 34% yield). (1) The reactants are [O:1]=[C:2]([C:15]1[CH:20]=[C:19]([O:21][CH3:22])[C:18]([O:23][CH3:24])=[C:17]([O:25][CH3:26])[CH:16]=1)[CH2:3][C:4]([O:6][C:7]1[CH:12]=[CH:11][CH:10]=[C:9]([O:13][CH3:14])[CH:8]=1)=[O:5].C(NC1C=CC(S([N:40]=[N+:41]=[N-])(=O)=O)=CC=1)(=O)C.C(#N)C. The catalyst is C(N(CC)CC)C. The product is [N+:40](=[C:3]([C:2](=[O:1])[C:15]1[CH:16]=[C:17]([O:25][CH3:26])[C:18]([O:23][CH3:24])=[C:19]([O:21][CH3:22])[CH:20]=1)[C:4]([O:6][C:7]1[CH:12]=[CH:11][CH:10]=[C:9]([O:13][CH3:14])[CH:8]=1)=[O:5])=[N-:41]. The yield is 0.980. (2) The reactants are [CH2:1]([O:3][C:4]1[N:5]=[CH:6][C:7]2[C:12]([C:13]=1[C:14]([O:16]CC)=[O:15])=[CH:11][CH:10]=[CH:9][CH:8]=2)[CH3:2].[OH-].[Na+]. The catalyst is CO. The product is [CH2:1]([O:3][C:4]1[N:5]=[CH:6][C:7]2[C:12]([C:13]=1[C:14]([OH:16])=[O:15])=[CH:11][CH:10]=[CH:9][CH:8]=2)[CH3:2]. The yield is 0.650.